This data is from Reaction yield outcomes from USPTO patents with 853,638 reactions. The task is: Predict the reaction yield, written as a fraction of the theoretical maximum amount of product (1.0 means a 100% yield; for example, 0.34 means a 34% yield). The reactants are [F:1][C:2]1[CH:11]=[CH:10][CH:9]=[CH:8][C:3]=1[C:4](OC)=[O:5].O.[NH2:13][NH2:14]. The catalyst is C(O)C. The product is [F:1][C:2]1[CH:11]=[CH:10][CH:9]=[CH:8][C:3]=1[C:4]([NH:13][NH2:14])=[O:5]. The yield is 0.950.